This data is from Catalyst prediction with 721,799 reactions and 888 catalyst types from USPTO. The task is: Predict which catalyst facilitates the given reaction. Reactant: [Cl:1][C:2]1[CH:3]=[CH:4][C:5]([CH3:38])=[C:6]([N:8]([CH2:24][C:25]([N:27]([N:29]2[CH2:37][C:36]3[C:31](=[CH:32][CH:33]=[CH:34][CH:35]=3)[CH2:30]2)[CH3:28])=[O:26])[CH2:9][C:10]([NH:12][CH2:13][CH2:14][N:15](C(OC(C)(C)C)=O)[CH3:16])=[O:11])[CH:7]=1.Cl.C(OCC)(=O)C.C(=O)([O-])O.[Na+]. Product: [Cl:1][C:2]1[CH:3]=[CH:4][C:5]([CH3:38])=[C:6]([N:8]([CH2:24][C:25]([N:27]([N:29]2[CH2:30][C:31]3[C:36](=[CH:35][CH:34]=[CH:33][CH:32]=3)[CH2:37]2)[CH3:28])=[O:26])[CH2:9][C:10]([NH:12][CH2:13][CH2:14][NH:15][CH3:16])=[O:11])[CH:7]=1. The catalyst class is: 4.